This data is from NCI-60 drug combinations with 297,098 pairs across 59 cell lines. The task is: Regression. Given two drug SMILES strings and cell line genomic features, predict the synergy score measuring deviation from expected non-interaction effect. (1) Drug 1: C1=C(C(=O)NC(=O)N1)N(CCCl)CCCl. Drug 2: C(CCl)NC(=O)N(CCCl)N=O. Cell line: SF-539. Synergy scores: CSS=40.9, Synergy_ZIP=-0.388, Synergy_Bliss=0.897, Synergy_Loewe=-4.61, Synergy_HSA=1.19. (2) Drug 1: CC1=C(C(CCC1)(C)C)C=CC(=CC=CC(=CC(=O)O)C)C. Drug 2: C1=NC2=C(N1)C(=S)N=CN2. Cell line: KM12. Synergy scores: CSS=33.6, Synergy_ZIP=-8.96, Synergy_Bliss=-0.00826, Synergy_Loewe=-23.7, Synergy_HSA=-0.982.